From a dataset of Full USPTO retrosynthesis dataset with 1.9M reactions from patents (1976-2016). Predict the reactants needed to synthesize the given product. (1) Given the product [O:26]1[CH2:27][CH2:28][O:29][C:24]2[CH:23]=[C:22]([CH2:21][NH:19][C:20]3[N:3]4[CH:4]=[CH:5][CH:6]=[CH:7][C:2]4=[N:1][C:9]=3[C:10]3[CH:18]=[CH:17][C:15]([OH:16])=[C:12]([O:13][CH3:14])[CH:11]=3)[CH:31]=[CH:30][C:25]1=2, predict the reactants needed to synthesize it. The reactants are: [NH2:1][C:2]1[CH:7]=[CH:6][CH:5]=[CH:4][N:3]=1.O=[CH:9][C:10]1[CH:18]=[CH:17][C:15]([OH:16])=[C:12]([O:13][CH3:14])[CH:11]=1.[N+:19]([CH2:21][C:22]1[CH:31]=[CH:30][C:25]2[O:26][CH2:27][CH2:28][O:29][C:24]=2[CH:23]=1)#[C-:20]. (2) Given the product [CH2:1]([O:4][C:5]([N:7]1[C@@H:12]([CH3:13])[CH:11]=[C:10]([C:14]2[N:15]=[C:16]([S:19][C:20]3[C@H:26]([CH3:27])[C@H:25]4[N:22]([C:23](=[O:35])[C@@H:24]4[C@H:28]([OH:30])[CH3:29])[C:21]=3[C:36]([O:38][CH2:39][CH:40]=[CH2:41])=[O:37])[S:17][CH:18]=2)[CH2:9][CH2:8]1)=[O:6])[CH:2]=[CH2:3], predict the reactants needed to synthesize it. The reactants are: [CH2:1]([O:4][C:5]([N:7]1[C@@H:12]([CH3:13])[CH:11]=[C:10]([C:14]2[N:15]=[C:16]([S:19][C:20]3[C@H:26]([CH3:27])[C@H:25]4[N:22]([C:23](=[O:35])[C@@H:24]4[C@H:28]([O:30][Si](C)(C)C)[CH3:29])[C:21]=3[C:36]([O:38][CH2:39][CH:40]=[CH2:41])=[O:37])[S:17][CH:18]=2)[CH2:9][CH2:8]1)=[O:6])[CH:2]=[CH2:3].O.Cl.C(=O)([O-])O.[Na+]. (3) Given the product [C:1]([O:5][C:6](=[O:21])[NH:7][C:8]([CH3:10])([C:11]1[CH:16]=[CH:15][CH:14]=[C:13]([CH2:17][CH:18]([NH:20][C:26]2[N:31]=[C:30]([N:32]3[CH2:37][CH2:36][C:35](=[O:38])[N:34]4[CH2:39][CH:40]=[C:41]([C:43]5[CH:44]=[CH:45][CH:46]=[CH:47][CH:48]=5)[N:42]=[C:33]34)[CH:29]=[CH:28][N:27]=2)[CH3:19])[CH:12]=1)[CH3:9])([CH3:2])([CH3:4])[CH3:3], predict the reactants needed to synthesize it. The reactants are: [C:1]([O:5][C:6](=[O:21])[NH:7][C:8]([C:11]1[CH:16]=[CH:15][CH:14]=[C:13]([CH2:17][CH:18]([NH2:20])[CH3:19])[CH:12]=1)([CH3:10])[CH3:9])([CH3:4])([CH3:3])[CH3:2].CS([C:26]1[N:31]=[C:30]([N:32]2[CH2:37][CH2:36][C:35](=[O:38])[N:34]3[CH2:39][CH:40]=[C:41]([C:43]4[CH:48]=[CH:47][CH:46]=[CH:45][CH:44]=4)[N:42]=[C:33]23)[CH:29]=[CH:28][N:27]=1)(=O)=O.O. (4) The reactants are: C(Cl)CCl.C1C=CC2N(O)N=NC=2C=1.C(N(CC)CC)C.[N+:22]([C:25]1[C:26]([C:30]([OH:32])=O)=[N:27][NH:28][CH:29]=1)([O-:24])=[O:23].Cl.Cl.[CH3:35][O:36][C:37]1[CH:38]=[C:39]([NH2:46])[C:40]([NH2:45])=[CH:41][C:42]=1[O:43][CH3:44]. Given the product [NH2:45][C:40]1[CH:41]=[C:42]([O:43][CH3:44])[C:37]([O:36][CH3:35])=[CH:38][C:39]=1[NH:46][C:30]([C:26]1[C:25]([N+:22]([O-:24])=[O:23])=[CH:29][NH:28][N:27]=1)=[O:32], predict the reactants needed to synthesize it. (5) Given the product [C:12]([C:9]1[CH:8]=[CH:7][C:6]([CH2:23][C:24]2[CH:41]=[CH:40][C:27]3[CH2:28][CH2:29][N:30]([C:33]([O:35][C:36]([CH3:37])([CH3:39])[CH3:38])=[O:34])[CH2:31][CH2:32][C:26]=3[CH:25]=2)=[N:11][CH:10]=1)#[N:13], predict the reactants needed to synthesize it. The reactants are: C([Sn](CCCC)(CCCC)[C:6]1[N:11]=[CH:10][C:9]([C:12]#[N:13])=[CH:8][CH:7]=1)CCC.Br[CH2:23][C:24]1[CH:41]=[CH:40][C:27]2[CH2:28][CH2:29][N:30]([C:33]([O:35][C:36]([CH3:39])([CH3:38])[CH3:37])=[O:34])[CH2:31][CH2:32][C:26]=2[CH:25]=1. (6) Given the product [Cl:52][C:19]1[CH:18]=[CH:17][C:16]([O:25][CH3:26])=[C:15]([C:10]2[CH2:11][CH2:12][CH2:13][CH2:14][C:9]=2[B:4]2[O:3][C:2]([CH3:33])([CH3:1])[C:6]([CH3:8])([CH3:7])[O:5]2)[CH:20]=1, predict the reactants needed to synthesize it. The reactants are: [CH3:1][C:2]1([CH3:33])[C:6]([CH3:8])([CH3:7])[O:5][B:4]([C:9]2[CH2:14][CH2:13][CH2:12][CH2:11][C:10]=2[C:15]2[CH:20]=[C:19](C(F)(F)F)[CH:18]=[CH:17][C:16]=2[O:25][CH2:26]C2C=CC=CC=2)[O:3]1.FC(F)(F)S(OC1CCCCC=1C1C=C([Cl:52])C=CC=1OC)(=O)=O.FC(F)(F)S(OC1CCCCC=1)(=O)=O. (7) Given the product [NH:38]1[CH:37]=[CH:36][N:35]=[C:34]1[CH2:33][N:25]([CH2:24][C:21]1[CH:20]=[CH:19][C:18]([CH2:17][N:6]([CH2:7][CH2:8][CH2:9][CH2:10][N:11]2[CH2:16][CH2:15][CH2:14][CH2:13][CH2:12]2)[CH2:5][CH2:4][C:3]([OH:39])=[O:2])=[CH:23][CH:22]=1)[CH2:26][C:27]1[N:28]([CH3:32])[CH:29]=[CH:30][N:31]=1, predict the reactants needed to synthesize it. The reactants are: C[O:2][C:3](=[O:39])[CH2:4][CH2:5][N:6]([CH2:17][C:18]1[CH:23]=[CH:22][C:21]([CH2:24][N:25]([CH2:33][C:34]2[NH:35][CH:36]=[CH:37][N:38]=2)[CH2:26][C:27]2[N:28]([CH3:32])[CH:29]=[CH:30][N:31]=2)=[CH:20][CH:19]=1)[CH2:7][CH2:8][CH2:9][CH2:10][N:11]1[CH2:16][CH2:15][CH2:14][CH2:13][CH2:12]1.Cl.